Dataset: NCI-60 drug combinations with 297,098 pairs across 59 cell lines. Task: Regression. Given two drug SMILES strings and cell line genomic features, predict the synergy score measuring deviation from expected non-interaction effect. (1) Drug 1: COC1=CC(=CC(=C1O)OC)C2C3C(COC3=O)C(C4=CC5=C(C=C24)OCO5)OC6C(C(C7C(O6)COC(O7)C8=CC=CS8)O)O. Drug 2: CC1=C(C(=CC=C1)Cl)NC(=O)C2=CN=C(S2)NC3=CC(=NC(=N3)C)N4CCN(CC4)CCO. Cell line: HCC-2998. Synergy scores: CSS=37.3, Synergy_ZIP=7.64, Synergy_Bliss=7.06, Synergy_Loewe=1.50, Synergy_HSA=3.71. (2) Drug 1: C(=O)(N)NO. Drug 2: CCN(CC)CCCC(C)NC1=C2C=C(C=CC2=NC3=C1C=CC(=C3)Cl)OC. Cell line: NCI-H322M. Synergy scores: CSS=9.64, Synergy_ZIP=0.234, Synergy_Bliss=3.61, Synergy_Loewe=-6.56, Synergy_HSA=1.86. (3) Drug 1: COC1=CC(=CC(=C1O)OC)C2C3C(COC3=O)C(C4=CC5=C(C=C24)OCO5)OC6C(C(C7C(O6)COC(O7)C8=CC=CS8)O)O. Cell line: DU-145. Drug 2: C1CN(CCN1C(=O)CCBr)C(=O)CCBr. Synergy scores: CSS=68.9, Synergy_ZIP=-2.64, Synergy_Bliss=0.151, Synergy_Loewe=-8.44, Synergy_HSA=3.05. (4) Drug 1: C1CN1C2=NC(=NC(=N2)N3CC3)N4CC4. Drug 2: CC1C(C(CC(O1)OC2CC(CC3=C2C(=C4C(=C3O)C(=O)C5=C(C4=O)C(=CC=C5)OC)O)(C(=O)CO)O)N)O.Cl. Cell line: LOX IMVI. Synergy scores: CSS=51.7, Synergy_ZIP=-2.45, Synergy_Bliss=-3.71, Synergy_Loewe=-1.04, Synergy_HSA=1.28. (5) Drug 1: C1C(C(OC1N2C=NC3=C(N=C(N=C32)Cl)N)CO)O. Drug 2: C1CN(P(=O)(OC1)NCCCl)CCCl. Cell line: CAKI-1. Synergy scores: CSS=23.1, Synergy_ZIP=-0.208, Synergy_Bliss=-2.24, Synergy_Loewe=-32.8, Synergy_HSA=-6.26. (6) Drug 1: C1CN(CCN1C(=O)CCBr)C(=O)CCBr. Drug 2: C1C(C(OC1N2C=NC(=NC2=O)N)CO)O. Cell line: HCT116. Synergy scores: CSS=57.9, Synergy_ZIP=-4.17, Synergy_Bliss=-6.33, Synergy_Loewe=1.65, Synergy_HSA=2.69. (7) Drug 1: COC1=C(C=C2C(=C1)N=CN=C2NC3=CC(=C(C=C3)F)Cl)OCCCN4CCOCC4. Drug 2: CC1=C(C(=CC=C1)Cl)NC(=O)C2=CN=C(S2)NC3=CC(=NC(=N3)C)N4CCN(CC4)CCO. Cell line: NCI-H522. Synergy scores: CSS=47.8, Synergy_ZIP=1.26, Synergy_Bliss=1.13, Synergy_Loewe=6.24, Synergy_HSA=7.82. (8) Drug 1: C1CCC(CC1)NC(=O)N(CCCl)N=O. Drug 2: C1CN(P(=O)(OC1)NCCCl)CCCl. Synergy scores: CSS=2.34, Synergy_ZIP=-1.92, Synergy_Bliss=-1.85, Synergy_Loewe=-3.78, Synergy_HSA=-1.52. Cell line: OVCAR-4. (9) Drug 1: COC1=NC(=NC2=C1N=CN2C3C(C(C(O3)CO)O)O)N. Drug 2: CC1=C2C(C(=O)C3(C(CC4C(C3C(C(C2(C)C)(CC1OC(=O)C(C(C5=CC=CC=C5)NC(=O)OC(C)(C)C)O)O)OC(=O)C6=CC=CC=C6)(CO4)OC(=O)C)O)C)O. Cell line: OVCAR3. Synergy scores: CSS=-7.25, Synergy_ZIP=1.33, Synergy_Bliss=-2.82, Synergy_Loewe=-9.88, Synergy_HSA=-7.80. (10) Drug 1: C1CC(=O)NC(=O)C1N2CC3=C(C2=O)C=CC=C3N. Drug 2: COC1=C(C=C2C(=C1)N=CN=C2NC3=CC(=C(C=C3)F)Cl)OCCCN4CCOCC4. Cell line: NCI/ADR-RES. Synergy scores: CSS=19.1, Synergy_ZIP=-4.87, Synergy_Bliss=-5.34, Synergy_Loewe=-7.87, Synergy_HSA=-0.874.